From a dataset of Full USPTO retrosynthesis dataset with 1.9M reactions from patents (1976-2016). Predict the reactants needed to synthesize the given product. (1) Given the product [C:1]([O:5][C:6](=[O:28])[NH:7][C@H:8]([CH2:19][O:20][CH2:21][C:22]([C:33]1[CH:34]=[CH:35][C:30]([Cl:29])=[CH:31][CH:32]=1)=[O:27])[C@H:9]([O:11][CH2:12][C:13]1[CH:14]=[CH:15][CH:16]=[CH:17][CH:18]=1)[CH3:10])([CH3:2])([CH3:3])[CH3:4], predict the reactants needed to synthesize it. The reactants are: [C:1]([O:5][C:6](=[O:28])[NH:7][C@H:8]([CH2:19][O:20][CH2:21][C:22](=[O:27])NCOC)[C@H:9]([O:11][CH2:12][C:13]1[CH:18]=[CH:17][CH:16]=[CH:15][CH:14]=1)[CH3:10])([CH3:4])([CH3:3])[CH3:2].[Cl:29][C:30]1[CH:35]=[CH:34][C:33]([Mg]Br)=[CH:32][CH:31]=1. (2) Given the product [Br:16][C:17]1[CH:22]=[C:21]([N:9]2[C:10]3[C:6](=[CH:5][CH:4]=[C:3]([C:1]#[N:2])[CH:11]=3)[C:7]([C:12]([O:14][CH3:15])=[O:13])=[N:8]2)[CH:20]=[CH:19][CH:18]=1, predict the reactants needed to synthesize it. The reactants are: [C:1]([C:3]1[CH:11]=[C:10]2[C:6]([C:7]([C:12]([O:14][CH3:15])=[O:13])=[N:8][NH:9]2)=[CH:5][CH:4]=1)#[N:2].[Br:16][C:17]1[CH:18]=[C:19](B(O)O)[CH:20]=[CH:21][CH:22]=1. (3) Given the product [NH2:1][C:4]1[CH:5]=[C:6]([CH:25]=[CH:26][CH:27]=1)[C:7]([NH:9][CH2:10][C:11]1[CH:12]=[C:13]([NH:17][C:18](=[O:24])[O:19][C:20]([CH3:22])([CH3:23])[CH3:21])[CH:14]=[CH:15][CH:16]=1)=[O:8], predict the reactants needed to synthesize it. The reactants are: [N+:1]([C:4]1[CH:5]=[C:6]([CH:25]=[CH:26][CH:27]=1)[C:7]([NH:9][CH2:10][C:11]1[CH:12]=[C:13]([NH:17][C:18](=[O:24])[O:19][C:20]([CH3:23])([CH3:22])[CH3:21])[CH:14]=[CH:15][CH:16]=1)=[O:8])([O-])=O.